From a dataset of Catalyst prediction with 721,799 reactions and 888 catalyst types from USPTO. Predict which catalyst facilitates the given reaction. (1) Reactant: [Si:1]([O:18][CH2:19][CH2:20][C@H:21]([O:23][C:24]1[CH:29]=[CH:28][CH:27]=[CH:26][C:25]=1[C:30]1[CH:31]=[C:32]([F:40])[C:33]([C:36]([O:38]C)=[O:37])=[N:34][CH:35]=1)[CH3:22])([C:14]([CH3:17])([CH3:16])[CH3:15])([C:8]1[CH:13]=[CH:12][CH:11]=[CH:10][CH:9]=1)[C:2]1[CH:7]=[CH:6][CH:5]=[CH:4][CH:3]=1.O.[OH-].[Li+].Cl. The catalyst class is: 7. Product: [Si:1]([O:18][CH2:19][CH2:20][C@H:21]([O:23][C:24]1[CH:29]=[CH:28][CH:27]=[CH:26][C:25]=1[C:30]1[CH:31]=[C:32]([F:40])[C:33]([C:36]([OH:38])=[O:37])=[N:34][CH:35]=1)[CH3:22])([C:14]([CH3:16])([CH3:17])[CH3:15])([C:8]1[CH:13]=[CH:12][CH:11]=[CH:10][CH:9]=1)[C:2]1[CH:7]=[CH:6][CH:5]=[CH:4][CH:3]=1. (2) Reactant: [Si]([O:8][C:9]1[CH:10]=[C:11]2[C:15](=[CH:16][CH:17]=1)[NH:14][CH:13]=[C:12]2[CH:18]1[CH2:23][CH2:22][N:21]([CH3:24])[CH2:20][CH2:19]1)(C(C)(C)C)(C)C.[H-].[K+].S(C1C=CC(C)=CC=1)(O[CH2:31][CH2:32][C:33]1[CH:38]=[CH:37][CH:36]=[CH:35][CH:34]=1)(=O)=O.[F-].C([N+](CCCC)(CCCC)CCCC)CCC. Product: [CH2:31]([N:14]1[C:15]2[C:11](=[CH:10][C:9]([OH:8])=[CH:17][CH:16]=2)[C:12]([CH:18]2[CH2:19][CH2:20][N:21]([CH3:24])[CH2:22][CH2:23]2)=[CH:13]1)[CH2:32][C:33]1[CH:38]=[CH:37][CH:36]=[CH:35][CH:34]=1. The catalyst class is: 7. (3) Reactant: [Br:1][CH2:2][C:3]([C:5]1[CH:10]=[CH:9][CH:8]=[CH:7][C:6]=1[O:11][CH3:12])=[O:4].[C:13]([O:17][C:18]([NH:20][CH:21]([C:33]1[CH:38]=[CH:37][CH:36]=[CH:35][CH:34]=1)[C:22]([O:24][C@@H:25]1[CH:30]2[CH2:31][CH2:32][N:27]([CH2:28][CH2:29]2)[CH2:26]1)=[O:23])=[O:19])([CH3:16])([CH3:15])[CH3:14]. Product: [Br-:1].[C:13]([O:17][C:18]([NH:20][CH:21]([C:33]1[CH:38]=[CH:37][CH:36]=[CH:35][CH:34]=1)[C:22]([O:24][C@@H:25]1[CH:30]2[CH2:31][CH2:32][N+:27]([CH2:2][C:3]([C:5]3[CH:10]=[CH:9][CH:8]=[CH:7][C:6]=3[O:11][CH3:12])=[O:4])([CH2:28][CH2:29]2)[CH2:26]1)=[O:23])=[O:19])([CH3:16])([CH3:14])[CH3:15]. The catalyst class is: 10.